Task: Predict the product of the given reaction.. Dataset: Forward reaction prediction with 1.9M reactions from USPTO patents (1976-2016) (1) The product is: [ClH:34].[N:1]1[CH:2]=[CH:3][C:4]([C:7]2[S:8][CH:9]=[C:10]([NH:12][C:13](=[O:33])[NH:14][C:15]3[N:20]=[C:19]([CH2:21][N:22]4[CH2:27][CH2:26][CH:25]([C:28]([O:30][CH2:31][CH3:32])=[O:29])[CH2:24][CH2:23]4)[CH:18]=[CH:17][CH:16]=3)[N:11]=2)=[CH:5][CH:6]=1. Given the reactants [N:1]1[CH:6]=[CH:5][C:4]([C:7]2[S:8][CH:9]=[C:10]([NH:12][C:13](=[O:33])[NH:14][C:15]3[N:20]=[C:19]([CH2:21][N:22]4[CH2:27][CH2:26][CH:25]([C:28]([O:30][CH2:31][CH3:32])=[O:29])[CH2:24][CH2:23]4)[CH:18]=[CH:17][CH:16]=3)[N:11]=2)=[CH:3][CH:2]=1.[ClH:34], predict the reaction product. (2) Given the reactants [C@@H:1]12[CH2:6][C@@H:5]1[CH2:4][NH:3][C@@H:2]2[CH2:7][NH:8][C:9]([C:11]1[CH:12]=[CH:13][CH:14]=[C:15]2[O:19][CH:18]=[CH:17][C:16]=12)=[O:10].[CH3:20][C:21]1[S:22][C:23]([C:29]2[CH:34]=[CH:33][C:32]([CH3:35])=[CH:31][CH:30]=2)=[C:24]([C:26](O)=[O:27])[N:25]=1, predict the reaction product. The product is: [CH3:20][C:21]1[S:22][C:23]([C:29]2[CH:34]=[CH:33][C:32]([CH3:35])=[CH:31][CH:30]=2)=[C:24]([C:26]([N:3]2[CH2:4][C@@H:5]3[C@@H:1]([CH2:6]3)[C@H:2]2[CH2:7][NH:8][C:9]([C:11]2[CH:12]=[CH:13][CH:14]=[C:15]3[O:19][CH:18]=[CH:17][C:16]=23)=[O:10])=[O:27])[N:25]=1.